Dataset: Catalyst prediction with 721,799 reactions and 888 catalyst types from USPTO. Task: Predict which catalyst facilitates the given reaction. (1) Reactant: [OH-].[Na+].[CH2:3]([O:5][C:6]1[NH:10][N:9]=[C:8]([C:11]([O-:13])=[O:12])[C:7]=1[CH3:14])[CH3:4]. Product: [CH2:3]([O:5][C:6]1[NH:10][N:9]=[C:8]([C:11]([OH:13])=[O:12])[C:7]=1[CH3:14])[CH3:4]. The catalyst class is: 1. (2) Reactant: [F:1][C:2]1[CH:3]=[C:4]2[C:8](=[CH:9][CH:10]=1)[N:7]([CH2:11][CH2:12][NH:13][C:14](=[O:22])[C@@H:15]([NH2:21])[CH2:16][C:17]([CH3:20])([CH3:19])[CH3:18])[CH2:6][CH2:5]2.Cl[C:24]1[CH:29]=[N:28][CH:27]=[CH:26][N:25]=1.C(=O)([O-])[O-].[K+].[K+]. Product: [F:1][C:2]1[CH:3]=[C:4]2[C:8](=[CH:9][CH:10]=1)[N:7]([CH2:11][CH2:12][NH:13][C:14](=[O:22])[C@@H:15]([NH:21][C:24]1[CH:29]=[N:28][CH:27]=[CH:26][N:25]=1)[CH2:16][C:17]([CH3:18])([CH3:19])[CH3:20])[CH2:6][CH2:5]2. The catalyst class is: 122.